Dataset: Full USPTO retrosynthesis dataset with 1.9M reactions from patents (1976-2016). Task: Predict the reactants needed to synthesize the given product. (1) Given the product [CH2:27]([O:26][C:24](=[O:25])[C:23]([S:1][C:2]1[C:11]([N+:12]([O-:14])=[O:13])=[CH:10][C:5]([C:6]([O:8][CH3:9])=[O:7])=[C:4]([CH3:15])[CH:3]=1)([CH3:30])[CH3:29])[CH3:28], predict the reactants needed to synthesize it. The reactants are: [SH:1][C:2]1[C:11]([N+:12]([O-:14])=[O:13])=[CH:10][C:5]([C:6]([O:8][CH3:9])=[O:7])=[C:4]([CH3:15])[CH:3]=1.C(=O)([O-])[O-].[K+].[K+].Br[C:23]([CH3:30])([CH3:29])[C:24]([O:26][CH2:27][CH3:28])=[O:25].Cl. (2) Given the product [Cl:1][C:2]1[CH:3]=[C:4]([N:16]2[CH2:21][CH2:20][O:19][CH2:18][CH2:17]2)[N:5]=[C:6]([C:8]2[CH:9]=[C:10]([OH:14])[CH:11]=[CH:12][CH:13]=2)[N:7]=1, predict the reactants needed to synthesize it. The reactants are: [Cl:1][C:2]1[N:7]=[C:6]([C:8]2[CH:13]=[CH:12][CH:11]=[C:10]([O:14]C)[CH:9]=2)[N:5]=[C:4]([N:16]2[CH2:21][CH2:20][O:19][CH2:18][CH2:17]2)[CH:3]=1.[Al+3].[Cl-].[Cl-].[Cl-]. (3) Given the product [Cl:1][C:2]1[CH:3]=[CH:4][C:5]([I:9])=[C:6]([CH:7]=1)[O:8][CH:31]1[CH2:32][CH2:33][CH2:34][CH2:35][O:30]1, predict the reactants needed to synthesize it. The reactants are: [Cl:1][C:2]1[CH:3]=[CH:4][C:5]([I:9])=[C:6]([OH:8])[CH:7]=1.ClCCl.C1(C)C=CC(S([O-])(=O)=O)=CC=1.[NH+]1C=CC=CC=1.[O:30]1[CH:35]=[CH:34][CH2:33][CH2:32][CH2:31]1. (4) Given the product [CH2:2]([NH:20][CH2:21][CH2:22][NH:23][CH2:24][CH2:25][NH:26][CH2:13][CH2:12][CH2:11][CH2:10][CH2:9][CH2:8][CH2:7][CH2:6][CH2:5][CH2:4][CH2:3][CH3:2])[CH2:3][CH2:4][CH2:5][CH2:6][CH2:7][CH2:8][CH2:9][CH2:10][CH2:11][CH2:12][CH3:13], predict the reactants needed to synthesize it. The reactants are: Br[CH2:2][CH2:3][CH2:4][CH2:5][CH2:6][CH2:7][CH2:8][CH2:9][CH2:10][CH2:11][CH2:12][CH3:13].C([O-])([O-])=O.[Na+].[Na+].[NH2:20][CH2:21][CH2:22][NH:23][CH2:24][CH2:25][NH2:26].